This data is from Catalyst prediction with 721,799 reactions and 888 catalyst types from USPTO. The task is: Predict which catalyst facilitates the given reaction. (1) Reactant: [OH-].[K+].[Br:3][C:4]1[NH:5][C:6]2[C:11]([C:12]=1[CH:13]1[CH2:18][CH2:17][CH2:16][CH2:15][CH2:14]1)=[CH:10][CH:9]=[C:8]([C:19]([O:21]C)=[O:20])[CH:7]=2.CO. Product: [Br:3][C:4]1[NH:5][C:6]2[C:11]([C:12]=1[CH:13]1[CH2:18][CH2:17][CH2:16][CH2:15][CH2:14]1)=[CH:10][CH:9]=[C:8]([C:19]([OH:21])=[O:20])[CH:7]=2. The catalyst class is: 6. (2) Reactant: O1[C:5]2([CH2:10][CH2:9][CH:8]([N:11]3[C:16](=[O:17])[C:15]([CH2:18][C:19]4[CH:24]=[CH:23][C:22]([C:25]5[C:26]([C:31]#[N:32])=[CH:27][CH:28]=[CH:29][CH:30]=5)=[CH:21][C:20]=4[O:33][CH3:34])=[C:14]([CH2:35][CH2:36][CH3:37])[N:13]4[N:38]=[CH:39][CH:40]=[C:12]34)[CH2:7][CH2:6]2)[O:4]CC1.Cl.[OH-].[Na+]. Product: [OH:4][C@H:5]1[CH2:6][CH2:7][C@H:8]([N:11]2[C:16](=[O:17])[C:15]([CH2:18][C:19]3[CH:24]=[CH:23][C:22]([C:25]4[C:26]([C:31]#[N:32])=[CH:27][CH:28]=[CH:29][CH:30]=4)=[CH:21][C:20]=3[O:33][CH3:34])=[C:14]([CH2:35][CH2:36][CH3:37])[N:13]3[N:38]=[CH:39][CH:40]=[C:12]23)[CH2:9][CH2:10]1. The catalyst class is: 54. (3) Reactant: [Br:1][C:2]1[CH:9]=[C:8]([O:10][CH3:11])[C:5]([CH:6]=[O:7])=[C:4]([F:12])[CH:3]=1.Cl([O-])=[O:14].[Na+].O.O.P(O)(O)([O-])=O.[Na+].CC(=CC)C. Product: [Br:1][C:2]1[CH:9]=[C:8]([O:10][CH3:11])[C:5]([C:6]([OH:14])=[O:7])=[C:4]([F:12])[CH:3]=1. The catalyst class is: 371. (4) The catalyst class is: 3. Product: [CH:1]1([C:4]2[N:5]=[CH:6][C:7]([C:15]([N:20]3[CH2:21][CH2:23][CH2:26][C@H:24]3[CH3:25])=[O:17])=[N:8][C:9]=2[O:10][CH2:11][CH:12]2[CH2:13][CH2:14]2)[CH2:2][CH2:3]1. Reactant: [CH:1]1([C:4]2[N:5]=[CH:6][C:7]([C:15]([OH:17])=O)=[N:8][C:9]=2[O:10][CH2:11][CH:12]2[CH2:14][CH2:13]2)[CH2:3][CH2:2]1.CC[N:20]([CH:24]([CH3:26])[CH3:25])[CH:21]([CH3:23])C.C[C@@H]1CCCN1. (5) The catalyst class is: 6. Reactant: Cl[C:2]1[CH:3]=[CH:4][C:5]([N+:14]([O-:16])=[O:15])=[C:6]([S:8]([N:11]([CH3:13])[CH3:12])(=[O:10])=[O:9])[CH:7]=1.C(=O)([O-])[O-].[K+].[K+].[CH3:23][N:24](C)[CH:25]=O.Cl.CNC. Product: [CH3:23][N:24]([CH3:25])[C:2]1[CH:3]=[CH:4][C:5]([N+:14]([O-:16])=[O:15])=[C:6]([S:8]([N:11]([CH3:13])[CH3:12])(=[O:10])=[O:9])[CH:7]=1. (6) Reactant: C(OC[C:6]1[C:7]([B:19]2[O:23]C(C)(C)[C:21](C)(C)[O:20]2)=[C:8]([CH2:12][CH2:13][CH2:14][C:15]([O:17]C)=[O:16])[CH:9]=[CH:10][CH:11]=1)(=O)C.[OH-].[Na+]. Product: [OH:23][B:19]1[C:7]2[C:8]([CH2:12][CH2:13][CH2:14][C:15]([OH:17])=[O:16])=[CH:9][CH:10]=[CH:11][C:6]=2[CH2:21][O:20]1. The catalyst class is: 5. (7) Product: [NH2:23][C:4]1[CH:5]=[CH:6][C:7]2[CH2:13][CH:12]([N:14]3[CH2:15][CH2:16][N:17]([CH2:20][CH2:21][OH:22])[CH2:18][CH2:19]3)[CH2:11][CH2:10][CH2:9][C:8]=2[C:3]=1[O:2][CH3:1]. Reactant: [CH3:1][O:2][C:3]1[C:8]2[CH2:9][CH2:10][CH2:11][CH:12]([N:14]3[CH2:19][CH2:18][N:17]([CH2:20][CH2:21][OH:22])[CH2:16][CH2:15]3)[CH2:13][C:7]=2[CH:6]=[CH:5][C:4]=1[N+:23]([O-])=O. The catalyst class is: 29.